Dataset: Forward reaction prediction with 1.9M reactions from USPTO patents (1976-2016). Task: Predict the product of the given reaction. Given the reactants [C:1]([O:5][C:6]([NH:8][C@H:9]([C:12]([OH:14])=[O:13])[CH2:10][SH:11])=[O:7])([CH3:4])([CH3:3])[CH3:2].Br[CH2:16][C:17]([O:19][CH2:20][C:21]1[CH:26]=[CH:25][CH:24]=[CH:23][CH:22]=1)=[O:18].C(N(CC)CC)C, predict the reaction product. The product is: [CH2:20]([O:19][C:17]([CH2:16][S:11][CH2:10][C@@H:9]([C:12]([OH:14])=[O:13])[NH:8][C:6]([O:5][C:1]([CH3:4])([CH3:2])[CH3:3])=[O:7])=[O:18])[C:21]1[CH:26]=[CH:25][CH:24]=[CH:23][CH:22]=1.